Dataset: Forward reaction prediction with 1.9M reactions from USPTO patents (1976-2016). Task: Predict the product of the given reaction. (1) Given the reactants [C:1]([C:5]1[CH:6]=[C:7]([CH:10]=[C:11]([C:14]([CH3:17])([CH3:16])[CH3:15])[C:12]=1[OH:13])[CH:8]=O)([CH3:4])([CH3:3])[CH3:2].[F:18][C:19]([F:34])([F:33])[C:20]1[CH:21]=[C:22]([CH2:30][C:31]#[N:32])[CH:23]=[C:24]([C:26]([F:29])([F:28])[F:27])[CH:25]=1, predict the reaction product. The product is: [F:18][C:19]([F:33])([F:34])[C:20]1[CH:21]=[C:22]([C:30](=[CH:8][C:7]2[CH:6]=[C:5]([C:1]([CH3:4])([CH3:3])[CH3:2])[C:12]([OH:13])=[C:11]([C:14]([CH3:17])([CH3:16])[CH3:15])[CH:10]=2)[C:31]#[N:32])[CH:23]=[C:24]([C:26]([F:27])([F:28])[F:29])[CH:25]=1. (2) Given the reactants [CH3:1][O:2][C:3]1[C:12]2[C:7](=[CH:8][CH:9]=[CH:10][CH:11]=2)[N:6]=[C:5](OS(C(F)(F)F)(=O)=O)[CH:4]=1.[C:21]([O:25][C:26](=[O:38])[NH:27][CH2:28][CH:29]([C:32]1[CH:37]=[CH:36][CH:35]=[CH:34][CH:33]=1)[CH2:30][NH2:31])([CH3:24])([CH3:23])[CH3:22].C(N(C(C)C)CC)(C)C, predict the reaction product. The product is: [C:21]([O:25][C:26](=[O:38])[NH:27][CH2:28][CH:29]([C:32]1[CH:37]=[CH:36][CH:35]=[CH:34][CH:33]=1)[CH2:30][NH:31][C:5]1[CH:4]=[C:3]([O:2][CH3:1])[C:12]2[C:7](=[CH:8][CH:9]=[CH:10][CH:11]=2)[N:6]=1)([CH3:24])([CH3:22])[CH3:23]. (3) Given the reactants Br[C:2]1[CH:3]=[C:4]([C:16]([NH:18][CH2:19][C:20]2[C:21](=[O:28])[NH:22][C:23]([CH3:27])=[CH:24][C:25]=2[CH3:26])=[O:17])[C:5]2[C:6]([CH3:15])=[CH:7][N:8]([CH:11]([CH2:13][CH3:14])[CH3:12])[C:9]=2[CH:10]=1.CC1(C)C(C)(C)OB([C:37]2[CH:38]=[CH:39][C:40]([N:43]3[CH2:48][CH2:47][NH:46][CH2:45][CH2:44]3)=[N:41][CH:42]=2)O1.P([O-])([O-])([O-])=O.[K+].[K+].[K+].O1CCOCC1, predict the reaction product. The product is: [CH:11]([N:8]1[C:9]2[CH:10]=[C:2]([C:37]3[CH:42]=[N:41][C:40]([N:43]4[CH2:44][CH2:45][NH:46][CH2:47][CH2:48]4)=[CH:39][CH:38]=3)[CH:3]=[C:4]([C:16]([NH:18][CH2:19][C:20]3[C:21](=[O:28])[NH:22][C:23]([CH3:27])=[CH:24][C:25]=3[CH3:26])=[O:17])[C:5]=2[C:6]([CH3:15])=[CH:7]1)([CH2:13][CH3:14])[CH3:12]. (4) The product is: [F:12][C:10]1[C:9]2[C:4](=[CH:5][CH:6]=[C:7]([OH:14])[C:8]=2[F:13])[CH:3]=[C:2]([C:18]2[CH:26]=[CH:25][C:21]([C:22]([OH:24])=[O:23])=[CH:20][C:19]=2[F:27])[CH:11]=1. Given the reactants Br[C:2]1[CH:3]=[C:4]2[C:9](=[C:10]([F:12])[CH:11]=1)[C:8]([F:13])=[C:7]([OH:14])[CH:6]=[CH:5]2.B([C:18]1[CH:26]=[CH:25][C:21]([C:22]([OH:24])=[O:23])=[CH:20][C:19]=1[F:27])(O)O, predict the reaction product.